Dataset: Peptide-MHC class II binding affinity with 134,281 pairs from IEDB. Task: Regression. Given a peptide amino acid sequence and an MHC pseudo amino acid sequence, predict their binding affinity value. This is MHC class II binding data. (1) The peptide sequence is FIKVRQYDQILIEICGKKAIGTV. The MHC is DRB4_0101 with pseudo-sequence DRB4_0103. The binding affinity (normalized) is 0.472. (2) The peptide sequence is FGQNTASIAATEAQY. The MHC is DRB1_1302 with pseudo-sequence DRB1_1302. The binding affinity (normalized) is 0.263. (3) The peptide sequence is TWHYCGSYVTKTSGS. The MHC is DRB1_0901 with pseudo-sequence DRB1_0901. The binding affinity (normalized) is 0.714. (4) The peptide sequence is INVGFKAAVAAAASV. The MHC is HLA-DQA10102-DQB10602 with pseudo-sequence HLA-DQA10102-DQB10602. The binding affinity (normalized) is 0.797. (5) The peptide sequence is GVNLVAVPTGYVDTE. The MHC is DRB1_0101 with pseudo-sequence DRB1_0101. The binding affinity (normalized) is 0.814. (6) The peptide sequence is KALWIIFSQNMNIKL. The MHC is DRB1_1201 with pseudo-sequence DRB1_1201. The binding affinity (normalized) is 0.246. (7) The peptide sequence is AGDLGRDELMELASD. The MHC is DRB1_0401 with pseudo-sequence DRB1_0401. The binding affinity (normalized) is 0.102.